Dataset: Full USPTO retrosynthesis dataset with 1.9M reactions from patents (1976-2016). Task: Predict the reactants needed to synthesize the given product. (1) The reactants are: [F:1][C:2]1[CH:7]=[CH:6][CH:5]=[C:4]([F:8])[C:3]=1[C:9]1[NH:13][CH:12]=[C:11]([C:14](OCC)=[O:15])[CH:10]=1.[H-].C([Al+]CC(C)C)C(C)C.O. Given the product [F:1][C:2]1[CH:7]=[CH:6][CH:5]=[C:4]([F:8])[C:3]=1[C:9]1[NH:13][CH:12]=[C:11]([CH2:14][OH:15])[CH:10]=1, predict the reactants needed to synthesize it. (2) Given the product [F:15][C:10]1[C:9]([C:3]2[CH:4]=[C:5]([CH:7]=[O:8])[S:6][C:2]=2[S:22][C:16]2[CH:21]=[CH:20][CH:19]=[CH:18][CH:17]=2)=[CH:14][CH:13]=[CH:12][N:11]=1, predict the reactants needed to synthesize it. The reactants are: Br[C:2]1[S:6][C:5]([CH:7]=[O:8])=[CH:4][C:3]=1[C:9]1[C:10]([F:15])=[N:11][CH:12]=[CH:13][CH:14]=1.[C:16]1([SH:22])[CH:21]=[CH:20][CH:19]=[CH:18][CH:17]=1.C(=O)([O-])[O-].[K+].[K+]. (3) Given the product [C:31]1([NH:37][C:21]([C:20]2[C:15]([NH:14][C:13]([C:12]3[N:8]([C:3]4[C:2]([Cl:1])=[CH:7][CH:6]=[CH:5][N:4]=4)[N:9]=[C:10]([O:28][CH3:29])[CH:11]=3)=[O:22])=[C:16]([CH3:27])[CH:17]=[C:18]3[C:19]=2[NH:24][N:25]=[CH:26]3)=[O:23])([CH:34]2[CH2:36][CH2:35]2)[CH2:33][CH2:32]1, predict the reactants needed to synthesize it. The reactants are: [Cl:1][C:2]1[C:3]([N:8]2[C:12]([C:13]3[O:22][C:21](=[O:23])[C:20]4[C:15](=[C:16]([CH3:27])[CH:17]=[C:18]5[CH:26]=[N:25][NH:24][C:19]5=4)[N:14]=3)=[CH:11][C:10]([O:28][CH3:29])=[N:9]2)=[N:4][CH:5]=[CH:6][CH:7]=1.Cl.[C:31]1([NH2:37])([CH:34]2[CH2:36][CH2:35]2)[CH2:33][CH2:32]1.C(N(CC)CC)C.